From a dataset of Reaction yield outcomes from USPTO patents with 853,638 reactions. Predict the reaction yield, written as a fraction of the theoretical maximum amount of product (1.0 means a 100% yield; for example, 0.34 means a 34% yield). The reactants are [N:1]([CH2:4][CH2:5][C:6]1([C:11]([NH:13][C@@H:14]([CH2:18][C:19]2[CH:24]=[CH:23][C:22]([NH:25][C:26](=[O:35])[C:27]3[C:32]([Cl:33])=[CH:31][CH:30]=[CH:29][C:28]=3[Cl:34])=[CH:21][CH:20]=2)[C:15]([OH:17])=[O:16])=[O:12])[CH2:10][CH2:9][CH2:8][CH2:7]1)=[N+]=[N-].CP(C)C.O. The catalyst is C1COCC1. The product is [NH2:1][CH2:4][CH2:5][C:6]1([C:11]([NH:13][C@@H:14]([CH2:18][C:19]2[CH:20]=[CH:21][C:22]([NH:25][C:26](=[O:35])[C:27]3[C:32]([Cl:33])=[CH:31][CH:30]=[CH:29][C:28]=3[Cl:34])=[CH:23][CH:24]=2)[C:15]([OH:17])=[O:16])=[O:12])[CH2:10][CH2:9][CH2:8][CH2:7]1. The yield is 0.770.